This data is from Forward reaction prediction with 1.9M reactions from USPTO patents (1976-2016). The task is: Predict the product of the given reaction. (1) Given the reactants CC(C)([O-])C.[K+].[Cl:7][C:8]1[CH:13]=[C:12]([Cl:14])[CH:11]=[CH:10][C:9]=1[OH:15].[CH2:16]([O:18][C:19](=[O:24])[CH:20]=[C:21](Cl)[CH3:22])[CH3:17], predict the reaction product. The product is: [CH2:16]([O:18][C:19](=[O:24])/[CH:20]=[C:21](/[O:15][C:9]1[CH:10]=[CH:11][C:12]([Cl:14])=[CH:13][C:8]=1[Cl:7])\[CH3:22])[CH3:17]. (2) Given the reactants Br[C:2]1[CH:7]=[CH:6][C:5]([N:8]2[CH2:13][CH2:12][O:11][CH2:10][C:9]2=[O:14])=[CH:4][CH:3]=1.B1(B2OC(C)(C)C(C)(C)O2)OC(C)(C)C(C)(C)O1.C([O-])(=O)C.[K+].[ClH:38].[N:39]12[CH2:46][CH2:45][CH:42]([CH2:43][CH2:44]1)[C@@H:41]([NH:47][C:48]([C:50]1[O:51][C:52]3[C:58](Br)=[CH:57][CH:56]=[CH:55][C:53]=3[CH:54]=1)=[O:49])[CH2:40]2.C(=O)([O-])[O-].[Na+].[Na+], predict the reaction product. The product is: [ClH:38].[N:39]12[CH2:44][CH2:43][CH:42]([CH2:45][CH2:46]1)[C@@H:41]([NH:47][C:48]([C:50]1[O:51][C:52]3[C:58]([C:2]4[CH:7]=[CH:6][C:5]([N:8]5[CH2:13][CH2:12][O:11][CH2:10][C:9]5=[O:14])=[CH:4][CH:3]=4)=[CH:57][CH:56]=[CH:55][C:53]=3[CH:54]=1)=[O:49])[CH2:40]2. (3) Given the reactants [CH3:1][O:2][C:3]1[CH:11]=[C:10]2[C:6]([C:7]([CH2:18][C:19]3[N:24]=[C:23]([C:25]([O:27][CH3:28])=[O:26])[CH:22]=[CH:21][CH:20]=3)=[C:8]([C:12]3[CH:17]=[CH:16][CH:15]=[CH:14][CH:13]=3)[NH:9]2)=[CH:5][CH:4]=1.[C:29](O[C:29]([O:31][C:32]([CH3:35])([CH3:34])[CH3:33])=[O:30])([O:31][C:32]([CH3:35])([CH3:34])[CH3:33])=[O:30], predict the reaction product. The product is: [CH3:1][O:2][C:3]1[CH:11]=[C:10]2[C:6]([C:7]([CH2:18][C:19]3[CH:20]=[CH:21][CH:22]=[C:23]([C:25]([O:27][CH3:28])=[O:26])[N:24]=3)=[C:8]([C:12]3[CH:13]=[CH:14][CH:15]=[CH:16][CH:17]=3)[N:9]2[C:29]([O:31][C:32]([CH3:35])([CH3:34])[CH3:33])=[O:30])=[CH:5][CH:4]=1. (4) Given the reactants [CH3:1][N:2]1[CH2:7][CH2:6][N:5]([CH2:8][C:9]2[CH:17]=[CH:16][C:12]([C:13]([OH:15])=O)=[CH:11][CH:10]=2)[CH2:4][CH2:3]1.F[P-](F)(F)(F)(F)F.N1(OC(N(C)C)=[N+](C)C)C2N=CC=CC=2N=N1.[NH2:42][C:43]1[CH:44]=[CH:45][C:46]([CH3:65])=[C:47]([C:49]2[CH:58]=[C:57]3[C:52]([CH:53]=[C:54]([NH:59][C:60]([CH:62]4[CH2:64][CH2:63]4)=[O:61])[N:55]=[CH:56]3)=[CH:51][CH:50]=2)[CH:48]=1.N1C=CC=CC=1, predict the reaction product. The product is: [CH:62]1([C:60]([NH:59][C:54]2[N:55]=[CH:56][C:57]3[C:52]([CH:53]=2)=[CH:51][CH:50]=[C:49]([C:47]2[CH:48]=[C:43]([NH:42][C:13](=[O:15])[C:12]4[CH:11]=[CH:10][C:9]([CH2:8][N:5]5[CH2:4][CH2:3][N:2]([CH3:1])[CH2:7][CH2:6]5)=[CH:17][CH:16]=4)[CH:44]=[CH:45][C:46]=2[CH3:65])[CH:58]=3)=[O:61])[CH2:63][CH2:64]1. (5) Given the reactants [CH2:1]([O:8][C:9](=[O:29])[NH:10][CH:11]([C:14]1([C:21]2[CH:26]=[CH:25][C:24]([O:27][CH3:28])=[CH:23][CH:22]=2)[CH2:19][CH2:18][C:17](=O)[CH2:16][CH2:15]1)[CH2:12][CH3:13])[C:2]1[CH:7]=[CH:6][CH:5]=[CH:4][CH:3]=1.C([O-])(=O)C.[NH4+].C([BH3-])#[N:36].[Na+], predict the reaction product. The product is: [CH2:1]([O:8][C:9](=[O:29])[NH:10][CH:11]([C:14]1([C:21]2[CH:26]=[CH:25][C:24]([O:27][CH3:28])=[CH:23][CH:22]=2)[CH2:19][CH2:18][CH:17]([NH2:36])[CH2:16][CH2:15]1)[CH2:12][CH3:13])[C:2]1[CH:7]=[CH:6][CH:5]=[CH:4][CH:3]=1. (6) Given the reactants [C:1]([NH:11][CH:12]([CH3:15])[CH:13]=O)(OCC1C=CC=CC=1)=O.[CH3:16][C:17]1([CH3:25])[CH2:22][C:21](=[O:23])[CH2:20][C:19](=[O:24])[CH2:18]1.[CH:26](OCC1C=CC=CC=1)=C.C(OC)(OC)OC.C([O-])(=O)C.C([O-])(=O)C.C([NH3+])C[NH3+], predict the reaction product. The product is: [CH3:16][C:17]1([CH3:25])[CH2:22][C:21](=[O:23])[CH:20]([CH:13]2[CH2:26][CH2:1][NH:11][CH:12]2[CH3:15])[C:19](=[O:24])[CH2:18]1. (7) The product is: [Br:1][C:2]1[CH:3]=[C:4]2[C:10]([CH2:11][CH2:12][CH2:13][N:14]([CH3:16])[CH3:15])=[N:9][NH:8][C:5]2=[N:6][CH:7]=1. Given the reactants [Br:1][C:2]1[CH:3]=[C:4]2[C:10]([C:11]#[C:12][CH2:13][N:14]([CH3:16])[CH3:15])=[N:9][NH:8][C:5]2=[N:6][CH:7]=1, predict the reaction product. (8) Given the reactants [C:1]([C:4]1[C:12]2[C:7](=[CH:8][CH:9]=[C:10]([Cl:13])[CH:11]=2)[N:6]([S:14]([C:17]2[CH:22]=[CH:21][CH:20]=[CH:19][CH:18]=2)(=[O:16])=[O:15])[CH:5]=1)(=[O:3])[CH3:2].C[O:24][C:25]([C:27]1[CH:28]=[C:29]([CH:33]=[CH:34][CH:35]=1)[C:30](Cl)=[O:31])=[O:26].Cl, predict the reaction product. The product is: [C:17]1([S:14]([N:6]2[C:7]3[C:12](=[CH:11][C:10]([Cl:13])=[CH:9][CH:8]=3)[C:4]([C:1](=[O:3])[CH:2]=[C:30]([C:29]3[CH:33]=[CH:34][CH:35]=[C:27]([C:25]([OH:26])=[O:24])[CH:28]=3)[OH:31])=[CH:5]2)(=[O:16])=[O:15])[CH:22]=[CH:21][CH:20]=[CH:19][CH:18]=1. (9) Given the reactants [CH2:1]([C:3]1[CH:9]=[CH:8][CH:7]=[C:6]([CH2:10][CH3:11])[C:4]=1[NH2:5])[CH3:2].[Li]N([Si](C)(C)C)[Si](C)(C)C.[O:22]=[C:23]1[C:29]2[NH:30][N:31]=[C:32]([C:33](OCC)=[O:34])[C:28]=2[CH2:27][CH2:26][CH2:25][CH2:24]1, predict the reaction product. The product is: [CH2:1]([C:3]1[CH:9]=[CH:8][CH:7]=[C:6]([CH2:10][CH3:11])[C:4]=1[NH:5][C:33]([C:32]1[C:28]2[CH2:27][CH2:26][CH2:25][CH2:24][C:23](=[O:22])[C:29]=2[NH:30][N:31]=1)=[O:34])[CH3:2].